From a dataset of Forward reaction prediction with 1.9M reactions from USPTO patents (1976-2016). Predict the product of the given reaction. (1) Given the reactants [Br:1][C:2]1[CH:3]=[C:4]([CH:8]=[CH:9][N:10]=1)[C:5]([OH:7])=O.CN(C(ON1N=NC2C=CC=NC1=2)=[N+](C)C)C.F[P-](F)(F)(F)(F)F.[CH3:35][O:36][C:37]1[C:42]2[N:43]=[C:44]([NH2:46])[S:45][C:41]=2[C:40]([CH:47]2[CH2:52][CH2:51][O:50][CH2:49][CH2:48]2)=[CH:39][CH:38]=1, predict the reaction product. The product is: [Br:1][C:2]1[CH:3]=[C:4]([CH:8]=[CH:9][N:10]=1)[C:5]([NH:46][C:44]1[S:45][C:41]2[C:40]([CH:47]3[CH2:48][CH2:49][O:50][CH2:51][CH2:52]3)=[CH:39][CH:38]=[C:37]([O:36][CH3:35])[C:42]=2[N:43]=1)=[O:7]. (2) Given the reactants Cl[C:2]1[N:12]=[C:11]([NH:13][C:14]2[CH:19]=[CH:18][C:17]([N:20]3[CH2:25][CH2:24][N:23]([C:26]([O:28][C:29]([CH3:32])([CH3:31])[CH3:30])=[O:27])[CH2:22][CH2:21]3)=[CH:16][C:15]=2[O:33][CH3:34])[C:5]2[C:6](=[O:10])[NH:7][N:8]=[CH:9][C:4]=2[CH:3]=1.[Cl:35][C:36]1[CH:41]=[CH:40][CH:39]=[CH:38][C:37]=1[NH2:42].C1(P(C2CCCCC2)C2C=CC=CC=2C2C(C(C)C)=CC(C(C)C)=CC=2C(C)C)CCCCC1.CC([O-])(C)C.[K+], predict the reaction product. The product is: [Cl:35][C:36]1[CH:41]=[CH:40][CH:39]=[CH:38][C:37]=1[NH:42][C:2]1[N:12]=[C:11]([NH:13][C:14]2[CH:19]=[CH:18][C:17]([N:20]3[CH2:25][CH2:24][N:23]([C:26]([O:28][C:29]([CH3:32])([CH3:31])[CH3:30])=[O:27])[CH2:22][CH2:21]3)=[CH:16][C:15]=2[O:33][CH3:34])[C:5]2[C:6](=[O:10])[NH:7][N:8]=[CH:9][C:4]=2[CH:3]=1. (3) Given the reactants [C:1]1([CH:7]([C:18]2[CH:19]=[C:20]([CH3:24])[CH:21]=[CH:22][CH:23]=2)[CH:8]2[CH2:12][CH2:11][N:10]([CH2:13][C:14]([O:16]C)=[O:15])[CH2:9]2)[CH:6]=[CH:5][CH:4]=[CH:3][CH:2]=1.[OH-].[Li+], predict the reaction product. The product is: [C:1]1([CH:7]([C:18]2[CH:19]=[C:20]([CH3:24])[CH:21]=[CH:22][CH:23]=2)[CH:8]2[CH2:12][CH2:11][N:10]([CH2:13][C:14]([OH:16])=[O:15])[CH2:9]2)[CH:2]=[CH:3][CH:4]=[CH:5][CH:6]=1. (4) Given the reactants Br[C:2]1[C:3]2[N:4]([N:8]=[C:9]([Cl:11])[N:10]=2)[CH:5]=[CH:6][CH:7]=1.[CH3:12][O:13][CH2:14][C:15]1[CH:20]=[CH:19][CH:18]=[CH:17][C:16]=1B(O)O, predict the reaction product. The product is: [Cl:11][C:9]1[N:10]=[C:3]2[CH:2]=[CH:7][CH:6]=[C:5]([C:16]3[CH:17]=[CH:18][CH:19]=[CH:20][C:15]=3[CH2:14][O:13][CH3:12])[N:4]2[N:8]=1. (5) The product is: [C:1]([O:5][C:6]([N:8]1[C@@H:16]2[C@@H:11]([CH2:12][CH2:13][CH2:14][CH2:15]2)[CH2:10][C@H:9]1[CH2:17][OH:18])=[O:7])([CH3:4])([CH3:3])[CH3:2]. Given the reactants [C:1]([O:5][C:6]([N:8]1[C@@H:16]2[C@@H:11]([CH2:12][CH2:13][CH2:14][CH2:15]2)[CH2:10][C@H:9]1[C:17](O)=[O:18])=[O:7])([CH3:4])([CH3:3])[CH3:2].C[Si](C=[N+]=[N-])(C)C.[BH4-].[Li+], predict the reaction product. (6) Given the reactants [CH3:1][N:2]1[CH2:6][CH2:5][N:4]([C:7]2[CH:12]=[CH:11][C:10]([C:13]3[S:14][C:15]4[CH2:21][CH2:20][NH:19][CH2:18][CH2:17][C:16]=4[N:22]=3)=[CH:9][CH:8]=2)[C:3]1=[O:23].[C:24]1(=O)[CH2:28][CH2:27][CH2:26][CH2:25]1.C(O[BH-](OC(=O)C)OC(=O)C)(=O)C.[Na+], predict the reaction product. The product is: [CH:24]1([N:19]2[CH2:20][CH2:21][C:15]3[S:14][C:13]([C:10]4[CH:11]=[CH:12][C:7]([N:4]5[CH2:5][CH2:6][N:2]([CH3:1])[C:3]5=[O:23])=[CH:8][CH:9]=4)=[N:22][C:16]=3[CH2:17][CH2:18]2)[CH2:28][CH2:27][CH2:26][CH2:25]1.